This data is from Reaction yield outcomes from USPTO patents with 853,638 reactions. The task is: Predict the reaction yield, written as a fraction of the theoretical maximum amount of product (1.0 means a 100% yield; for example, 0.34 means a 34% yield). (1) The reactants are [OH-].[K+].[Cl:3][C:4]1[CH:9]=[CH:8][C:7]([CH2:10][OH:11])=[CH:6][CH:5]=1.Cl[C:13]1[N:18]=[CH:17][NH:16][C:15]2=[N:19][CH:20]=[CH:21][C:14]=12. The catalyst is O. The product is [Cl:3][C:4]1[CH:9]=[CH:8][C:7]([CH2:10][O:11][C:13]2[C:14]3[CH:21]=[CH:20][NH:19][C:15]=3[N:16]=[CH:17][N:18]=2)=[CH:6][CH:5]=1. The yield is 0.250. (2) The reactants are CN(C(ON1N=NC2C=CC=CC1=2)=[N+](C)C)C.F[P-](F)(F)(F)(F)F.[CH:25]1([CH2:28][N:29]2[CH2:34][CH2:33][CH:32]([C:35]([OH:37])=O)[CH2:31][CH2:30]2)[CH2:27][CH2:26]1.Cl.[NH2:39][CH2:40][C:41]1[CH:46]=[CH:45][C:44]([C:47]([N:49]2[CH2:58][C:57]3[CH:56]=[N:55][N:54]([CH3:59])[C:53]=3[NH:52][C:51]3[CH:60]=[CH:61][CH:62]=[CH:63][C:50]2=3)=[O:48])=[C:43]([F:64])[CH:42]=1. The catalyst is CN(C=O)C.CCN(C(C)C)C(C)C. The product is [F:64][C:43]1[CH:42]=[C:41]([CH:46]=[CH:45][C:44]=1[C:47]([N:49]1[CH2:58][C:57]2[CH:56]=[N:55][N:54]([CH3:59])[C:53]=2[NH:52][C:51]2[CH:60]=[CH:61][CH:62]=[CH:63][C:50]1=2)=[O:48])[CH2:40][NH:39][C:35]([CH:32]1[CH2:31][CH2:30][N:29]([CH2:28][CH:25]2[CH2:26][CH2:27]2)[CH2:34][CH2:33]1)=[O:37]. The yield is 0.460.